This data is from Full USPTO retrosynthesis dataset with 1.9M reactions from patents (1976-2016). The task is: Predict the reactants needed to synthesize the given product. (1) The reactants are: [CH2:1]([NH:8][C:9](=[O:16])[NH:10][O:11][CH2:12][C:13]([OH:15])=O)[C:2]1[CH:7]=[CH:6][CH:5]=[CH:4][CH:3]=1.[NH2:17][C@@H:18]([CH2:42][C:43]1[CH:48]=[CH:47][C:46]([O:49][C:50]([CH3:53])([CH3:52])[CH3:51])=[CH:45][CH:44]=1)[C:19]([N:21]([C@@H:33]([CH3:41])[CH:34]([O:38][CH2:39][CH3:40])[O:35][CH2:36][CH3:37])[CH2:22][C:23]1[C:32]2[C:27](=[CH:28][CH:29]=[CH:30][CH:31]=2)[CH:26]=[CH:25][CH:24]=1)=[O:20]. Given the product [CH2:1]([NH:8][C:9](=[O:16])[NH:10][O:11][CH2:12][C:13]([NH:17][C@@H:18]([CH2:42][C:43]1[CH:48]=[CH:47][C:46]([O:49][C:50]([CH3:53])([CH3:52])[CH3:51])=[CH:45][CH:44]=1)[C:19]([N:21]([C@@H:33]([CH3:41])[CH:34]([O:38][CH2:39][CH3:40])[O:35][CH2:36][CH3:37])[CH2:22][C:23]1[C:32]2[C:27](=[CH:28][CH:29]=[CH:30][CH:31]=2)[CH:26]=[CH:25][CH:24]=1)=[O:20])=[O:15])[C:2]1[CH:3]=[CH:4][CH:5]=[CH:6][CH:7]=1, predict the reactants needed to synthesize it. (2) Given the product [Cl:14][C:15]1[CH:28]=[CH:27][C:18]([O:19][CH2:20][CH2:21][CH2:22][CH2:23][CH2:24][CH2:25][NH:26][C:11]([C:7]2[CH:6]=[C:5]3[C:10](=[CH:9][CH:8]=2)[N:1]=[CH:2][CH:3]=[CH:4]3)=[O:13])=[CH:17][CH:16]=1, predict the reactants needed to synthesize it. The reactants are: [N:1]1[C:10]2[C:5](=[CH:6][C:7]([C:11]([OH:13])=O)=[CH:8][CH:9]=2)[CH:4]=[CH:3][CH:2]=1.[Cl:14][C:15]1[CH:28]=[CH:27][C:18]([O:19][CH2:20][CH2:21][CH2:22][CH2:23][CH2:24][CH2:25][NH2:26])=[CH:17][CH:16]=1.F[P-](F)(F)(F)(F)F.N1(OC(N(C)C)=[N+](C)C)C2N=CC=CC=2N=N1.C(N(C(C)C)CC)(C)C. (3) Given the product [F:14][CH:13]([F:15])[CH2:12][CH2:11][C:5]([C:16]1[CH:17]=[C:18]2[C:19](=[CH:20][CH:21]=1)[NH:22][C:23](=[O:27])[C:24]2=[O:30])([CH2:4][CH2:3][CH:2]([F:1])[F:28])[C:6]([O:8][CH2:9][CH3:10])=[O:7], predict the reactants needed to synthesize it. The reactants are: [F:1][CH:2]([F:28])[CH2:3][CH2:4][C:5]([C:16]1[CH:21]=[CH:20][C:19]([NH:22][C:23](=[O:27])/[CH:24]=N/O)=[CH:18][CH:17]=1)([CH2:11][CH2:12][CH:13]([F:15])[F:14])[C:6]([O:8][CH2:9][CH3:10])=[O:7].S(=O)(=O)(O)[OH:30]. (4) Given the product [F:1][C:2]1[C:3]([NH:29][C@H:30]2[CH:35]3[CH2:34][CH2:33][CH:32]([CH2:37][CH2:36]3)[C@@H:31]2[C:38]([OH:40])=[O:39])=[N:4][C:5]([C:9]2[C:17]3[C:12](=[N:13][CH:14]=[C:15]([F:18])[CH:16]=3)[NH:11][CH:10]=2)=[C:6]([F:8])[CH:7]=1, predict the reactants needed to synthesize it. The reactants are: [F:1][C:2]1[C:3]([NH:29][C@H:30]2[CH:35]3[CH2:36][CH2:37][CH:32]([CH2:33][CH2:34]3)[C@@H:31]2[C:38]([O:40]C)=[O:39])=[N:4][C:5]([C:9]2[C:17]3[C:12](=[N:13][CH:14]=[C:15]([F:18])[CH:16]=3)[N:11](S(C3C=CC(C)=CC=3)(=O)=O)[CH:10]=2)=[C:6]([F:8])[CH:7]=1.C[O-].[Na+].[OH-].[Na+]. (5) Given the product [CH2:16]([P:13]([CH2:12][CH:11]([CH2:24][CH2:25][C:26]([OH:28])=[O:27])[C:9]([OH:10])=[O:8])([OH:15])=[O:14])[CH2:17][C:18]1[CH:19]=[CH:20][CH:21]=[CH:22][CH:23]=1, predict the reactants needed to synthesize it. The reactants are: C([O:8][C:9]([CH:11]([CH2:24][CH2:25][C:26]([O:28]CC1C=CC=CC=1)=[O:27])[CH2:12][P:13]([CH2:16][CH2:17][C:18]1[CH:23]=[CH:22][CH:21]=[CH:20][CH:19]=1)(=[O:15])[OH:14])=[O:10])C1C=CC=CC=1. (6) Given the product [CH:21]([O:20][C:15]1[CH:16]=[CH:17][CH:18]=[CH:19][C:14]=1[CH:10]1[O:11][CH2:12][CH2:13][NH:8][CH2:9]1)([CH3:23])[CH3:22], predict the reactants needed to synthesize it. The reactants are: C([N:8]1[CH2:13][CH2:12][O:11][CH:10]([C:14]2[CH:19]=[CH:18][CH:17]=[CH:16][C:15]=2[O:20][CH:21]([CH3:23])[CH3:22])[CH2:9]1)C1C=CC=CC=1.C([O-])=O.[NH4+].